From a dataset of NCI-60 drug combinations with 297,098 pairs across 59 cell lines. Regression. Given two drug SMILES strings and cell line genomic features, predict the synergy score measuring deviation from expected non-interaction effect. (1) Drug 1: CC1=C(C(=CC=C1)Cl)NC(=O)C2=CN=C(S2)NC3=CC(=NC(=N3)C)N4CCN(CC4)CCO. Drug 2: CC(C)CN1C=NC2=C1C3=CC=CC=C3N=C2N. Cell line: SR. Synergy scores: CSS=0.799, Synergy_ZIP=5.07, Synergy_Bliss=5.80, Synergy_Loewe=1.34, Synergy_HSA=1.88. (2) Drug 1: CCN(CC)CCNC(=O)C1=C(NC(=C1C)C=C2C3=C(C=CC(=C3)F)NC2=O)C. Drug 2: C(CCl)NC(=O)N(CCCl)N=O. Cell line: SW-620. Synergy scores: CSS=13.1, Synergy_ZIP=-5.63, Synergy_Bliss=-2.11, Synergy_Loewe=-1.36, Synergy_HSA=-1.07. (3) Drug 1: C(=O)(N)NO. Drug 2: C(CN)CNCCSP(=O)(O)O. Cell line: MALME-3M. Synergy scores: CSS=0.671, Synergy_ZIP=-2.53, Synergy_Bliss=-6.26, Synergy_Loewe=-1.28, Synergy_HSA=-4.93. (4) Drug 1: C1=CN(C(=O)N=C1N)C2C(C(C(O2)CO)O)O.Cl. Drug 2: CCC(=C(C1=CC=CC=C1)C2=CC=C(C=C2)OCCN(C)C)C3=CC=CC=C3.C(C(=O)O)C(CC(=O)O)(C(=O)O)O. Cell line: T-47D. Synergy scores: CSS=30.7, Synergy_ZIP=-5.41, Synergy_Bliss=0.935, Synergy_Loewe=-7.63, Synergy_HSA=4.84. (5) Drug 1: C1CCC(C1)C(CC#N)N2C=C(C=N2)C3=C4C=CNC4=NC=N3. Drug 2: CN(C)N=NC1=C(NC=N1)C(=O)N. Cell line: CCRF-CEM. Synergy scores: CSS=13.1, Synergy_ZIP=-6.14, Synergy_Bliss=-9.51, Synergy_Loewe=-15.9, Synergy_HSA=-10.7. (6) Drug 1: CC1=C2C(C(=O)C3(C(CC4C(C3C(C(C2(C)C)(CC1OC(=O)C(C(C5=CC=CC=C5)NC(=O)OC(C)(C)C)O)O)OC(=O)C6=CC=CC=C6)(CO4)OC(=O)C)OC)C)OC. Drug 2: C1=NC2=C(N1)C(=S)N=CN2. Cell line: SF-295. Synergy scores: CSS=44.3, Synergy_ZIP=-3.40, Synergy_Bliss=-5.92, Synergy_Loewe=-9.84, Synergy_HSA=-1.04.